Dataset: Peptide-MHC class II binding affinity with 134,281 pairs from IEDB. Task: Regression. Given a peptide amino acid sequence and an MHC pseudo amino acid sequence, predict their binding affinity value. This is MHC class II binding data. The peptide sequence is LPISPLSNSLLRHHNLVYMT. The MHC is DRB1_0701 with pseudo-sequence DRB1_0701. The binding affinity (normalized) is 0.595.